This data is from Full USPTO retrosynthesis dataset with 1.9M reactions from patents (1976-2016). The task is: Predict the reactants needed to synthesize the given product. Given the product [F:10][C:11]1[CH:16]=[CH:15][CH:14]=[CH:13][C:12]=1[O:17][C:2]1[CH:9]=[CH:8][C:5]([C:6]([OH:19])=[O:7])=[CH:4][CH:3]=1, predict the reactants needed to synthesize it. The reactants are: F[C:2]1[CH:9]=[CH:8][C:5]([CH:6]=[O:7])=[CH:4][CH:3]=1.[F:10][C:11]1[CH:16]=[CH:15][CH:14]=[CH:13][C:12]=1[OH:17].C(=O)([O-])[O-:19].[K+].[K+].CC(=CC)C.P([O-])(O)(O)=O.[K+].Cl[O-].[Na+].